This data is from Forward reaction prediction with 1.9M reactions from USPTO patents (1976-2016). The task is: Predict the product of the given reaction. (1) Given the reactants [C:1]([CH2:3][CH:4]([N:8]1[CH:12]=[C:11]([C:13]2[N:18]3[CH:19]=[CH:20][N:21]=[C:17]3[CH:16]=[C:15]([C:22](O)=[O:23])[N:14]=2)[CH:10]=[N:9]1)[CH:5]1[CH2:7][CH2:6]1)#[N:2].CN(C(ON1N=NC2C=CC=NC1=2)=[N+](C)C)C.F[P-](F)(F)(F)(F)F.CN(C=O)C.[CH3:54][C:55]([NH2:58])([CH3:57])[CH3:56].C(N(C(C)C)CC)(C)C, predict the reaction product. The product is: [C:55]([NH:58][C:22]([C:15]1[N:14]=[C:13]([C:11]2[CH:10]=[N:9][N:8]([CH:4]([CH:5]3[CH2:6][CH2:7]3)[CH2:3][C:1]#[N:2])[CH:12]=2)[N:18]2[CH:19]=[CH:20][N:21]=[C:17]2[CH:16]=1)=[O:23])([CH3:57])([CH3:56])[CH3:54]. (2) Given the reactants O1CCCC1.[CH:6](=[O:12])[C:7]1[O:11][CH:10]=[CH:9][CH:8]=1.[CH:13](=[O:19])[CH:14]1[O:18][CH2:17][CH2:16][CH2:15]1, predict the reaction product. The product is: [CH:9]1[CH:8]=[C:7]([CH:6]([OH:12])[C:13]([C:14]2[O:18][CH:17]=[CH:16][CH:15]=2)=[O:19])[O:11][CH:10]=1.